From a dataset of Reaction yield outcomes from USPTO patents with 853,638 reactions. Predict the reaction yield, written as a fraction of the theoretical maximum amount of product (1.0 means a 100% yield; for example, 0.34 means a 34% yield). The reactants are [Cl:1][C:2]1[CH:7]=[CH:6][C:5]([S:8]([NH:11][CH:12]2[CH2:17][O:16][C:15]([CH3:19])([CH3:18])[O:14][CH2:13]2)(=[O:10])=[O:9])=[CH:4][CH:3]=1.O[CH2:21][C:22]1[CH:31]=[CH:30][C:25]([C:26]([O:28][CH3:29])=[O:27])=[CH:24][CH:23]=1.C1(P(C2C=CC=CC=2)C2C=CC=CC=2)C=CC=CC=1.CC(OC(/N=N/C(OC(C)C)=O)=O)C. The catalyst is C1COCC1. The product is [Cl:1][C:2]1[CH:3]=[CH:4][C:5]([S:8]([N:11]([CH2:21][C:22]2[CH:31]=[CH:30][C:25]([C:26]([O:28][CH3:29])=[O:27])=[CH:24][CH:23]=2)[CH:12]2[CH2:13][O:14][C:15]([CH3:19])([CH3:18])[O:16][CH2:17]2)(=[O:9])=[O:10])=[CH:6][CH:7]=1. The yield is 0.800.